From a dataset of Peptide-MHC class I binding affinity with 185,985 pairs from IEDB/IMGT. Regression. Given a peptide amino acid sequence and an MHC pseudo amino acid sequence, predict their binding affinity value. This is MHC class I binding data. (1) The peptide sequence is VQTAAAVVF. The MHC is HLA-A01:01 with pseudo-sequence HLA-A01:01. The binding affinity (normalized) is 0.213. (2) The peptide sequence is KLDAWLLPF. The MHC is HLA-A68:02 with pseudo-sequence HLA-A68:02. The binding affinity (normalized) is 0.0847. (3) The peptide sequence is DELWRGLLA. The MHC is HLA-A03:01 with pseudo-sequence HLA-A03:01. The binding affinity (normalized) is 0.0847. (4) The peptide sequence is LWISVKVLF. The MHC is HLA-A24:02 with pseudo-sequence HLA-A24:02. The binding affinity (normalized) is 0.532. (5) The peptide sequence is KLLWFLTGT. The MHC is HLA-A02:03 with pseudo-sequence HLA-A02:03. The binding affinity (normalized) is 0.730. (6) The binding affinity (normalized) is 0.0847. The MHC is HLA-B07:02 with pseudo-sequence HLA-B07:02. The peptide sequence is VTDGGEVGE. (7) The peptide sequence is SPRTLNAWV. The MHC is HLA-A68:02 with pseudo-sequence HLA-A68:02. The binding affinity (normalized) is 0. (8) The peptide sequence is SYQHFRRLL. The MHC is Patr-A0701 with pseudo-sequence Patr-A0701. The binding affinity (normalized) is 0.511. (9) The peptide sequence is EMADYIFFV. The MHC is HLA-A02:01 with pseudo-sequence HLA-A02:01. The binding affinity (normalized) is 0.850.